Predict the product of the given reaction. From a dataset of Forward reaction prediction with 1.9M reactions from USPTO patents (1976-2016). (1) Given the reactants [C:1]1([C:7]2[S:15][C:14]3[C:13]([C:16]([NH:18][C:19]4[CH:24]=[N:23][CH:22]=[CH:21][N:20]=4)=[O:17])=[CH:12][N:11]=[C:10]([NH:25][C@H:26]4[CH2:31][CH2:30][CH2:29][N:28](C(OC(C)(C)C)=O)[CH2:27]4)[C:9]=3[CH:8]=2)[CH:6]=[CH:5][CH:4]=[CH:3][CH:2]=1.Cl, predict the reaction product. The product is: [C:1]1([C:7]2[S:15][C:14]3[C:13]([C:16]([NH:18][C:19]4[CH:24]=[N:23][CH:22]=[CH:21][N:20]=4)=[O:17])=[CH:12][N:11]=[C:10]([NH:25][C@H:26]4[CH2:31][CH2:30][CH2:29][NH:28][CH2:27]4)[C:9]=3[CH:8]=2)[CH:2]=[CH:3][CH:4]=[CH:5][CH:6]=1. (2) Given the reactants [CH3:1][Si:2]([CH2:5][Mg]Cl)([CH3:4])[CH3:3].[O:8]1[CH2:13][CH2:12][CH2:11][O:10][CH:9]1[C:14]1[CH:19]=[CH:18][C:17]([C:20]2[S:21][C:22]3[C:27]([N:28]=2)=[CH:26][CH:25]=[C:24]([C:29]([CH:31]2[CH2:34][C:33]([F:36])([F:35])[CH2:32]2)=[O:30])[N:23]=3)=[C:16]([F:37])[CH:15]=1, predict the reaction product. The product is: [O:10]1[CH2:11][CH2:12][CH2:13][O:8][CH:9]1[C:14]1[CH:19]=[CH:18][C:17]([C:20]2[S:21][C:22]3[C:27]([N:28]=2)=[CH:26][CH:25]=[C:24]([C:29]([CH:31]2[CH2:32][C:33]([F:36])([F:35])[CH2:34]2)([OH:30])[CH2:5][Si:2]([CH3:3])([CH3:4])[CH3:1])[N:23]=3)=[C:16]([F:37])[CH:15]=1. (3) Given the reactants C([CH:5]([N:9](C(OC(C)(C)C)=O)[C:10]1[CH:15]=[CH:14][C:13]([C:16]2[N:21]3[CH:22]=[C:23](/[CH:25]=[CH:26]/[C:27]4[CH:36]=[CH:35][C:34]5[C:29](=[CH:30][CH:31]=[CH:32][CH:33]=5)[N:28]=4)[N:24]=[C:20]3[C:19]([N:37]3[CH2:42][CH2:41][O:40][CH2:39][CH2:38]3)=[N:18][CH:17]=2)=[CH:12][N:11]=1)[C:6]([O-:8])=[O:7])(C)(C)C.C(Cl)Cl.[C:53]([OH:59])([C:55]([F:58])([F:57])[F:56])=[O:54], predict the reaction product. The product is: [F:56][C:55]([F:58])([F:57])[C:53]([OH:59])=[O:54].[O:40]1[CH2:39][CH2:38][N:37]([C:19]2[C:20]3[N:21]([CH:22]=[C:23](/[CH:25]=[CH:26]/[C:27]4[CH:36]=[CH:35][C:34]5[C:29](=[CH:30][CH:31]=[CH:32][CH:33]=5)[N:28]=4)[N:24]=3)[C:16]([C:13]3[CH:14]=[CH:15][C:10]([NH:9][CH2:5][C:6]([OH:8])=[O:7])=[N:11][CH:12]=3)=[CH:17][N:18]=2)[CH2:42][CH2:41]1. (4) Given the reactants [Br:1][C:2]1[CH:3]=[CH:4][C:5]([F:19])=[C:6]([C:8]2[NH:17][C:16](=O)[C:15]3[C:10](=[N:11][CH:12]=[CH:13][N:14]=3)[N:9]=2)[CH:7]=1.[OH:20][CH2:21][CH2:22][NH2:23].C(N(C1C=CN=CC=1)C1C2C(=NC=CN=2)N=C(C2C=C(Br)C=CC=2F)N=1)CCC, predict the reaction product. The product is: [Br:1][C:2]1[CH:3]=[CH:4][C:5]([F:19])=[C:6]([C:8]2[N:17]=[C:16]([NH:23][CH2:22][CH2:21][OH:20])[C:15]3[C:10](=[N:11][CH:12]=[CH:13][N:14]=3)[N:9]=2)[CH:7]=1. (5) Given the reactants [Cl-].[Cl-].[NH3+]C1C=CC(C(N[C:11]2[CH:24]=[CH:23][C:14]([NH:15][C:16]3[CH:21]=[CH:20][N+](C)=CC=3)=[CH:13][CH:12]=2)=O)=CC=1.ClC1C2C(=CC=C([N+:38]([O-:40])=[O:39])C=2)N=CC=1, predict the reaction product. The product is: [N+:38]([C:16]1[CH:21]=[CH:20][C:13]2[C:14](=[CH:23][CH:24]=[CH:11][CH:12]=2)[N:15]=1)([O-:40])=[O:39].